Dataset: Reaction yield outcomes from USPTO patents with 853,638 reactions. Task: Predict the reaction yield, written as a fraction of the theoretical maximum amount of product (1.0 means a 100% yield; for example, 0.34 means a 34% yield). (1) The reactants are [N:1]1[CH:6]=[CH:5][C:4]([N:7]2[CH:11]=[CH:10][C:9]([C:12]([OH:14])=O)=[N:8]2)=[CH:3][CH:2]=1.[NH2:15][C@@H:16]([CH3:33])[CH2:17][N:18]1[CH:22]=[CH:21][C:20]([C:23]2[CH:30]=[C:29]([F:31])[C:26]([C:27]#[N:28])=[C:25]([Cl:32])[CH:24]=2)=[N:19]1. No catalyst specified. The product is [Cl:32][C:25]1[CH:24]=[C:23]([C:20]2[CH:21]=[CH:22][N:18]([CH2:17][C@@H:16]([NH:15][C:12]([C:9]3[CH:10]=[CH:11][N:7]([C:4]4[CH:3]=[CH:2][N:1]=[CH:6][CH:5]=4)[N:8]=3)=[O:14])[CH3:33])[N:19]=2)[CH:30]=[C:29]([F:31])[C:26]=1[C:27]#[N:28]. The yield is 0.737. (2) The yield is 0.990. The catalyst is C1COCC1. The reactants are [H-].[Na+].[O:3]=[C:4]([CH2:12][C:13]1[CH:18]=[CH:17][CH:16]=[C:15]([C:19]([F:22])([F:21])[F:20])[CH:14]=1)[CH2:5]P(=O)(OC)OC.[CH:23]([C@H:25]1[CH2:29][CH2:28][S:27](=[O:31])(=[O:30])[N:26]1[CH2:32][CH2:33][CH2:34][C:35]1[S:39][C:38]([C:40]([O:42][CH3:43])=[O:41])=[CH:37][CH:36]=1)=O. The product is [O:31]=[S:27]1(=[O:30])[CH2:28][CH2:29][C@H:25](/[CH:23]=[CH:5]/[C:4](=[O:3])[CH2:12][C:13]2[CH:18]=[CH:17][CH:16]=[C:15]([C:19]([F:20])([F:21])[F:22])[CH:14]=2)[N:26]1[CH2:32][CH2:33][CH2:34][C:35]1[S:39][C:38]([C:40]([O:42][CH3:43])=[O:41])=[CH:37][CH:36]=1. (3) The reactants are [NH2:1][C:2]1[S:3][CH:4]=[C:5]([C:7](=[O:13])[C:8]([O:10]CC)=[O:9])[N:6]=1.[CH3:14][C:15]([O:18][C:19](O[C:19]([O:18][C:15]([CH3:17])([CH3:16])[CH3:14])=[O:20])=[O:20])([CH3:17])[CH3:16].C1N2CCN(CC2)C1.[OH-].[Na+].Cl. The catalyst is ClCCl.O. The product is [C:15]([O:18][C:19]([NH:1][C:2]1[S:3][CH:4]=[C:5]([C:7](=[O:13])[C:8]([OH:10])=[O:9])[N:6]=1)=[O:20])([CH3:17])([CH3:16])[CH3:14]. The yield is 0.820. (4) The reactants are [Br:1][C:2]1[N:3]([C:8]2[C:17]3[C:12](=[CH:13][CH:14]=[CH:15][CH:16]=3)[C:11]([CH:18]3[CH2:20][CH2:19]3)=[CH:10][CH:9]=2)[C:4]([SH:7])=[N:5][N:6]=1.Br[C:22]([CH3:31])([CH3:30])[C:23]([O:25][C:26]([CH3:29])([CH3:28])[CH3:27])=[O:24].C(N(C(C)C)CC)(C)C. The catalyst is CN(C=O)C. The product is [Br:1][C:2]1[N:3]([C:8]2[C:17]3[C:12](=[CH:13][CH:14]=[CH:15][CH:16]=3)[C:11]([CH:18]3[CH2:20][CH2:19]3)=[CH:10][CH:9]=2)[C:4]([S:7][C:22]([CH3:31])([CH3:30])[C:23]([O:25][C:26]([CH3:29])([CH3:28])[CH3:27])=[O:24])=[N:5][N:6]=1. The yield is 0.750. (5) The reactants are ClC1C=C(C(Cl)=O)C=CN=1.[Cl:11][C:12]1[CH:13]=[C:14]([CH:35]=[CH:36][N:37]=1)[C:15]([NH:17][C:18]1[CH:19]=[CH:20][C:21]([CH3:34])=[C:22]([C:24]2[CH:29]=[CH:28][C:27]([C:30]([O:32][CH3:33])=[O:31])=[CH:26][CH:25]=2)[CH:23]=1)=[O:16].NC1C=CC(C)=C(C2C=CC(C(OC)=O)=CC=2)C=1.C(N(CC)CC)C. The catalyst is C(Cl)Cl. The product is [Cl:11][C:12]1[CH:13]=[C:14]([CH:35]=[CH:36][N:37]=1)[C:15]([NH:17][C:18]1[CH:19]=[CH:20][C:21]([CH3:34])=[C:22]([C:24]2[CH:25]=[CH:26][C:27]([C:30]([O:32][CH3:33])=[O:31])=[CH:28][CH:29]=2)[CH:23]=1)=[O:16]. The yield is 0.610. (6) The reactants are Cl[C:2]1[N:7]=[C:6]([NH:8][CH:9]2[CH2:14][CH2:13][N:12]([C:15]([O:17][C:18]([CH3:21])([CH3:20])[CH3:19])=[O:16])[CH2:11][CH:10]2[CH2:22][CH3:23])[C:5]([Cl:24])=[CH:4][N:3]=1.CCN(C(C)C)C(C)C.Cl.[CH3:35][N:36]1[CH:40]=[C:39]([NH2:41])[C:38]([CH3:42])=[N:37]1. The catalyst is CCCCO. The product is [Cl:24][C:5]1[C:6]([NH:8][CH:9]2[CH2:14][CH2:13][N:12]([C:15]([O:17][C:18]([CH3:21])([CH3:20])[CH3:19])=[O:16])[CH2:11][CH:10]2[CH2:22][CH3:23])=[N:7][C:2]([NH:41][C:39]2[C:38]([CH3:42])=[N:37][N:36]([CH3:35])[CH:40]=2)=[N:3][CH:4]=1. The yield is 0.550. (7) The reactants are [C:1]([O:4][C@@H:5]1[C@@H:10]([O:11][C:12](=[O:14])[CH3:13])[C@H:9]([O:15][C:16](=[O:18])[CH3:17])[C@@H:8]([O:19]/[C:20](/[C:29]([O:31][CH2:32][CH3:33])=[O:30])=[CH:21]\[C:22]2[CH:27]=[CH:26][CH:25]=[CH:24][C:23]=2F)[O:7][C@H:6]1[CH2:34][O:35][C:36](=[O:38])[CH3:37])(=[O:3])[CH3:2].[Br:39]C1C=C(CC(=O)C(OCC)=O)C=CC=1.[H-].[Na+].[Br-].C(O[C@@H]1[C@@H](OC(=O)C)[C@H](OC(=O)C)[C@@H](COC(=O)C)O[C@@H]1O)(=O)C. No catalyst specified. The product is [C:1]([O:4][C@@H:5]1[C@@H:10]([O:11][C:12](=[O:14])[CH3:13])[C@H:9]([O:15][C:16](=[O:18])[CH3:17])[C@@H:8]([O:19]/[C:20](/[C:29]([O:31][CH2:32][CH3:33])=[O:30])=[CH:21]\[C:22]2[CH:27]=[CH:26][CH:25]=[C:24]([Br:39])[CH:23]=2)[O:7][C@H:6]1[CH2:34][O:35][C:36](=[O:38])[CH3:37])(=[O:3])[CH3:2]. The yield is 0.240. (8) The reactants are [Si:1]([O:8][CH2:9][C:10]1([CH3:30])[S:16][CH2:15][CH2:14][N:13]2[C:17]([C:20]3([C:23]4[CH:28]=[CH:27][C:26](Cl)=[CH:25][CH:24]=4)[CH2:22][CH2:21]3)=[N:18][N:19]=[C:12]2[CH2:11]1)([C:4]([CH3:7])([CH3:6])[CH3:5])([CH3:3])[CH3:2].[C:31]1(B(O)O)[CH:36]=[CH:35][CH:34]=[CH:33][CH:32]=1.C1(P(C2CCCCC2)C2CCCCC2)CCCCC1.P([O-])([O-])([O-])=O.[K+].[K+].[K+].C(=O)([O-])O.[Na+]. The catalyst is O1CCOCC1.O.C1C=CC(/C=C/C(/C=C/C2C=CC=CC=2)=O)=CC=1.C1C=CC(/C=C/C(/C=C/C2C=CC=CC=2)=O)=CC=1.C1C=CC(/C=C/C(/C=C/C2C=CC=CC=2)=O)=CC=1.[Pd].[Pd]. The product is [C:26]1([C:31]2[CH:36]=[CH:35][CH:34]=[CH:33][CH:32]=2)[CH:27]=[CH:28][C:23]([C:20]2([C:17]3[N:13]4[CH2:14][CH2:15][S:16][C:10]([CH2:9][O:8][Si:1]([C:4]([CH3:7])([CH3:6])[CH3:5])([CH3:3])[CH3:2])([CH3:30])[CH2:11][C:12]4=[N:19][N:18]=3)[CH2:22][CH2:21]2)=[CH:24][CH:25]=1. The yield is 0.780. (9) The reactants are [CH3:1][C:2]1[CH:7]=[CH:6][CH:5]=[C:4]([CH3:8])[C:3]=1[OH:9].[CH3:10][NH:11][CH3:12].[CH2:13]=O.Cl. The catalyst is C(O)C.O. The product is [CH3:10][N:11]([CH2:13][C:6]1[CH:5]=[C:4]([CH3:8])[C:3]([OH:9])=[C:2]([CH3:1])[CH:7]=1)[CH3:12]. The yield is 0.460. (10) The reactants are [NH2:1][CH2:2][C:3]([OH:5])=O.C(N(CC)CC)C.[CH2:13]([N:16]=[C:17]=[S:18])[CH:14]=[CH2:15].Cl. The catalyst is O.N1C=CC=CC=1. The product is [CH2:13]([N:16]1[C:3](=[O:5])[CH2:2][NH:1][C:17]1=[S:18])[CH:14]=[CH2:15]. The yield is 0.710.